This data is from NCI-60 drug combinations with 297,098 pairs across 59 cell lines. The task is: Regression. Given two drug SMILES strings and cell line genomic features, predict the synergy score measuring deviation from expected non-interaction effect. (1) Drug 1: CNC(=O)C1=NC=CC(=C1)OC2=CC=C(C=C2)NC(=O)NC3=CC(=C(C=C3)Cl)C(F)(F)F. Drug 2: C1C(C(OC1N2C=NC3=C2NC=NCC3O)CO)O. Cell line: A549. Synergy scores: CSS=-0.484, Synergy_ZIP=0.243, Synergy_Bliss=1.05, Synergy_Loewe=-0.0599, Synergy_HSA=0.0333. (2) Drug 1: CS(=O)(=O)C1=CC(=C(C=C1)C(=O)NC2=CC(=C(C=C2)Cl)C3=CC=CC=N3)Cl. Drug 2: CC1C(C(CC(O1)OC2CC(CC3=C2C(=C4C(=C3O)C(=O)C5=CC=CC=C5C4=O)O)(C(=O)C)O)N)O. Cell line: UACC-257. Synergy scores: CSS=51.3, Synergy_ZIP=1.49, Synergy_Bliss=2.61, Synergy_Loewe=-45.6, Synergy_HSA=4.13. (3) Drug 1: CS(=O)(=O)C1=CC(=C(C=C1)C(=O)NC2=CC(=C(C=C2)Cl)C3=CC=CC=N3)Cl. Drug 2: CC1=C(C=C(C=C1)NC2=NC=CC(=N2)N(C)C3=CC4=NN(C(=C4C=C3)C)C)S(=O)(=O)N.Cl. Cell line: SK-MEL-5. Synergy scores: CSS=13.0, Synergy_ZIP=4.42, Synergy_Bliss=14.2, Synergy_Loewe=9.36, Synergy_HSA=9.87. (4) Cell line: SF-268. Drug 2: C1=CN(C=N1)CC(O)(P(=O)(O)O)P(=O)(O)O. Synergy scores: CSS=-2.33, Synergy_ZIP=0.869, Synergy_Bliss=0.691, Synergy_Loewe=-2.62, Synergy_HSA=-2.43. Drug 1: C1=NC2=C(N=C(N=C2N1C3C(C(C(O3)CO)O)O)F)N. (5) Drug 1: C1=C(C(=O)NC(=O)N1)N(CCCl)CCCl. Drug 2: CC1=C(C(=O)C2=C(C1=O)N3CC4C(C3(C2COC(=O)N)OC)N4)N. Cell line: CAKI-1. Synergy scores: CSS=58.5, Synergy_ZIP=5.76, Synergy_Bliss=5.82, Synergy_Loewe=7.02, Synergy_HSA=9.74.